From a dataset of Catalyst prediction with 721,799 reactions and 888 catalyst types from USPTO. Predict which catalyst facilitates the given reaction. (1) Reactant: [C:1]([O:5][C:6]([N:8]1[CH2:12][CH2:11][C@H:10]([CH:13]([OH:18])[CH2:14][CH:15]([CH3:17])[CH3:16])[CH2:9]1)=[O:7])([CH3:4])([CH3:3])[CH3:2].[CH3:19][O:20][C:21]1[N:26]=[C:25]([CH3:27])[C:24](O)=[CH:23][CH:22]=1.C(P(CCCC)CCCC)CCC.C1CCN(C(/N=N/C(N2CCCCC2)=O)=O)CC1.C([O-])(O)=O.[Na+]. Product: [C:1]([O:5][C:6]([N:8]1[CH2:12][CH2:11][C@H:10]([CH:13]([O:18][C:24]2[C:25]([CH3:27])=[N:26][C:21]([O:20][CH3:19])=[CH:22][CH:23]=2)[CH2:14][CH:15]([CH3:16])[CH3:17])[CH2:9]1)=[O:7])([CH3:4])([CH3:3])[CH3:2]. The catalyst class is: 11. (2) Reactant: ClC1C=CC=C(C(OO)=[O:9])C=1.[CH2:12]([O:19][C:20]1[CH:21]=[CH:22][C:23]([CH3:26])=[N:24][CH:25]=1)[C:13]1[CH:18]=[CH:17][CH:16]=[CH:15][CH:14]=1.C(=O)(O)[O-].[Na+]. Product: [CH2:12]([O:19][C:20]1[CH:21]=[CH:22][C:23]([CH3:26])=[N+:24]([O-:9])[CH:25]=1)[C:13]1[CH:14]=[CH:15][CH:16]=[CH:17][CH:18]=1. The catalyst class is: 4. (3) The catalyst class is: 2. Product: [CH3:1][C:2]1[N:3]=[C:4](/[CH:7]=[C:16]2\[C:17](=[O:21])[O:18][CH2:19][CH2:20]\2)[S:5][CH:6]=1. Reactant: [CH3:1][C:2]1[N:3]=[C:4]([CH:7]=O)[S:5][CH:6]=1.C1(P(C2C=CC=CC=2)(C2C=CC=CC=2)=[C:16]2[CH2:20][CH2:19][O:18][C:17]2=[O:21])C=CC=CC=1.